From a dataset of Forward reaction prediction with 1.9M reactions from USPTO patents (1976-2016). Predict the product of the given reaction. (1) The product is: [CH2:1]([O:2][C:3]([C:5]1[CH:14]=[C:13]([O:15][CH2:16][C:17]2[CH:18]=[CH:19][CH:20]=[CH:21][CH:22]=2)[C:12]2[C:7](=[C:8]([NH2:29])[C:9]([C:43]3[CH:48]=[CH:47][CH:46]=[CH:45][CH:44]=3)=[CH:10][CH:11]=2)[N:6]=1)=[O:4])[C:34]1[CH:39]=[CH:38][CH:37]=[CH:36][CH:35]=1. Given the reactants [CH3:1][O:2][C:3]([C:5]1[CH:14]=[C:13]([O:15][CH2:16][C:17]2[CH:22]=[CH:21][CH:20]=[CH:19][CH:18]=2)[C:12]2[C:7](=[C:8]([N+:29]([O-])=O)[CH:9]=[C:10](N3CCCCC3)[CH:11]=2)[N:6]=1)=[O:4].CO[C:34]1[CH:39]=[CH:38][C:37](B(O)O)=[CH:36][CH:35]=1.[C:43]1(B(O)O)[CH:48]=[CH:47][CH:46]=[CH:45][CH:44]=1, predict the reaction product. (2) Given the reactants [CH2:1]([Mg]Cl)[CH:2]=[CH2:3].C1COCC1.[Br:11][C:12]1[CH:19]=[CH:18][C:15]([CH2:16]Br)=[CH:14][CH:13]=1, predict the reaction product. The product is: [Br:11][C:12]1[CH:19]=[CH:18][C:15]([CH2:16][CH2:3][CH:2]=[CH2:1])=[CH:14][CH:13]=1. (3) Given the reactants [NH2:1][C@H:2]([C:7]1[CH:12]=[CH:11][C:10]([Cl:13])=[CH:9][CH:8]=1)[CH2:3][C:4](O)=[O:5].CO, predict the reaction product. The product is: [NH2:1][C@H:2]([C:7]1[CH:8]=[CH:9][C:10]([Cl:13])=[CH:11][CH:12]=1)[CH2:3][CH2:4][OH:5]. (4) Given the reactants [NH:1]1[C:10]2[C:5](=[CH:6][C:7]([CH2:11][NH2:12])=[CH:8][CH:9]=2)[CH2:4][CH2:3][CH2:2]1.[CH3:13][O:14][C:15]1[CH:22]=[CH:21][CH:20]=[C:19]([O:23][CH3:24])[C:16]=1[CH:17]=O, predict the reaction product. The product is: [CH3:13][O:14][C:15]1[CH:22]=[CH:21][CH:20]=[C:19]([O:23][CH3:24])[C:16]=1[CH:17]1[N:12]([CH2:11][C:7]2[CH:6]=[C:5]3[C:10](=[CH:9][CH:8]=2)[NH:1][CH2:2][CH2:3][CH2:4]3)[C:15](=[O:14])[CH2:16][CH2:19][CH2:20]1. (5) Given the reactants Cl[C:2]1[N:3]=[C:4]([N:25]2[CH2:30][CH2:29][O:28][CH2:27][CH2:26]2)[C:5]2[S:10][C:9]([CH2:11][N:12]3[CH2:17][CH2:16][CH:15]([N:18]([CH2:20][CH2:21][CH2:22][O:23][CH3:24])[CH3:19])[CH2:14][CH2:13]3)=[CH:8][C:6]=2[N:7]=1.COCCC[N:36](C)[CH:37]1[CH2:42][CH2:41][NH:40][CH2:39][CH2:38]1.[C:44](OC(N1CCC(NC)CC1)=O)(C)(C)[CH3:45].COCCCOS(C1C=CC(C)=CC=1)(=O)=O, predict the reaction product. The product is: [NH:36]1[C:37]2[C:38](=[C:44]([C:2]3[N:3]=[C:4]([N:25]4[CH2:30][CH2:29][O:28][CH2:27][CH2:26]4)[C:5]4[S:10][C:9]([CH2:11][N:12]5[CH2:17][CH2:16][CH:15]([N:18]([CH2:20][CH2:21][CH2:22][O:23][CH3:24])[CH3:19])[CH2:14][CH2:13]5)=[CH:8][C:6]=4[N:7]=3)[CH:45]=[CH:41][CH:42]=2)[CH:39]=[N:40]1. (6) Given the reactants [C:1]([O:5][C:6](=[O:25])[NH:7][C:8]1[CH:13]=[C:12]([N:14]2[CH2:19][CH2:18][O:17][CH2:16][CH2:15]2)[C:11]([C:20]([F:23])([F:22])[F:21])=[CH:10][C:9]=1[NH2:24])([CH3:4])([CH3:3])[CH3:2].C([O:30][C:31](=O)[CH2:32][C:33]([C:35]1[CH:40]=[CH:39][CH:38]=[C:37]([C:41]2[CH:46]=[CH:45][N:44]=[C:43]([CH3:47])[CH:42]=2)[CH:36]=1)=[O:34])(C)(C)C, predict the reaction product. The product is: [C:1]([O:5][C:6](=[O:25])[NH:7][C:8]1[CH:13]=[C:12]([N:14]2[CH2:15][CH2:16][O:17][CH2:18][CH2:19]2)[C:11]([C:20]([F:21])([F:22])[F:23])=[CH:10][C:9]=1[NH:24][C:31](=[O:30])[CH2:32][C:33]([C:35]1[CH:40]=[CH:39][CH:38]=[C:37]([C:41]2[CH:46]=[CH:45][N:44]=[C:43]([CH3:47])[CH:42]=2)[CH:36]=1)=[O:34])([CH3:4])([CH3:2])[CH3:3]. (7) Given the reactants [C:1]1(C2C=CC=CC=2)[CH:6]=[CH:5][CH:4]=[C:3]([NH:7][C:8](SC)=[C:9]([C:13]#[N:14])[C:10]([NH2:12])=O)[CH:2]=1.[OH2:23].[NH2:24][NH2:25].[CH3:26][CH2:27]O, predict the reaction product. The product is: [C:6]1([C:26]2[CH:27]=[CH:3][CH:2]=[CH:1][CH:6]=2)[CH:1]=[CH:2][C:3]([NH:7][C:8]2[C:9]([C:13]([NH2:14])=[O:23])=[C:10]([NH2:12])[NH:25][N:24]=2)=[CH:4][CH:5]=1.